This data is from Full USPTO retrosynthesis dataset with 1.9M reactions from patents (1976-2016). The task is: Predict the reactants needed to synthesize the given product. (1) Given the product [CH3:1][N:2]1[CH2:6][CH2:5][CH2:4][CH:3]1[CH2:7][CH2:8][N:9]1[C:17]2[C:12](=[CH:13][C:14]([CH2:18][NH:19][C:26]([C:28]3[S:29][CH:30]=[CH:31][CH:32]=3)=[NH:27])=[CH:15][CH:16]=2)[CH:11]=[CH:10]1, predict the reactants needed to synthesize it. The reactants are: [CH3:1][N:2]1[CH2:6][CH2:5][CH2:4][CH:3]1[CH2:7][CH2:8][N:9]1[C:17]2[C:12](=[CH:13][C:14]([CH2:18][NH2:19])=[CH:15][CH:16]=2)[CH:11]=[CH:10]1.C(O)C.I.CS[C:26]([C:28]1[S:29][CH:30]=[CH:31][CH:32]=1)=[NH:27]. (2) Given the product [Si:1]([O:18][CH2:19][C@H:20]1[O:24][C:23](=[O:25])[C@H:22]([C:37]([OH:38])([CH3:39])[CH3:36])[CH2:21]1)([C:14]([CH3:17])([CH3:15])[CH3:16])([C:8]1[CH:13]=[CH:12][CH:11]=[CH:10][CH:9]=1)[C:2]1[CH:7]=[CH:6][CH:5]=[CH:4][CH:3]=1, predict the reactants needed to synthesize it. The reactants are: [Si:1]([O:18][CH2:19][C@H:20]1[O:24][C:23](=[O:25])[CH2:22][CH2:21]1)([C:14]([CH3:17])([CH3:16])[CH3:15])([C:8]1[CH:13]=[CH:12][CH:11]=[CH:10][CH:9]=1)[C:2]1[CH:7]=[CH:6][CH:5]=[CH:4][CH:3]=1.C[Si]([N-][Si](C)(C)C)(C)C.[Li+].[CH3:36][C:37]([CH3:39])=[O:38]. (3) Given the product [CH3:7][O:6][CH:1]([O:4][CH3:5])[C:30]1[CH:29]=[CH:28][C:27]([O:26][CH2:25][CH2:24][CH2:23][N:20]=[N+:21]=[N-:22])=[CH:34][C:33]=1[O:19][CH3:35], predict the reactants needed to synthesize it. The reactants are: [CH:1]([O:6][CH3:7])([O:4][CH3:5])OC.CC1C=CC(S(O)(=O)=O)=CC=1.[OH2:19].[N:20]([CH2:23][CH2:24][CH2:25][O:26][C:27]1[CH:34]=[CH:33][C:30](C=O)=[CH:29][CH:28]=1)=[N+:21]=[N-:22].[CH3:35]O. (4) Given the product [CH3:25][O:26][C:27](=[O:43])[CH:28]([CH:38]1[CH2:42][CH2:41][CH2:40][N:39]1[C:16]([C:15]1[CH:14]=[CH:13][C:12]([C:19]2[CH:24]=[CH:23][CH:22]=[CH:21][CH:20]=2)=[CH:11][C:10]=1[CH2:9][NH:8][C:6]([O:5][C:1]([CH3:4])([CH3:3])[CH3:2])=[O:7])=[O:17])[CH2:29][C:30]1[CH:35]=[CH:34][CH:33]=[C:32]([C:36]#[N:37])[CH:31]=1, predict the reactants needed to synthesize it. The reactants are: [C:1]([O:5][C:6]([NH:8][CH2:9][C:10]1[CH:11]=[C:12]([C:19]2[CH:24]=[CH:23][CH:22]=[CH:21][CH:20]=2)[CH:13]=[CH:14][C:15]=1[C:16](O)=[O:17])=[O:7])([CH3:4])([CH3:3])[CH3:2].[CH3:25][O:26][C:27](=[O:43])[CH:28]([CH:38]1[CH2:42][CH2:41][CH2:40][NH:39]1)[CH2:29][C:30]1[CH:35]=[CH:34][CH:33]=[C:32]([C:36]#[N:37])[CH:31]=1. (5) The reactants are: [CH3:1][O:2][C:3]1[CH:4]=[C:5]2[C:10](=[CH:11][CH:12]=1)[C:9]([OH:13])=[C:8]([C:14]1[CH:19]=[CH:18][CH:17]=[CH:16][CH:15]=1)[C:7]([CH3:20])=[CH:6]2.F[C:22]1[CH:29]=[CH:28][C:25]([CH:26]=[O:27])=[CH:24][CH:23]=1.C([O-])([O-])=O.[Cs+].[Cs+]. Given the product [CH3:1][O:2][C:3]1[CH:4]=[C:5]2[C:10](=[CH:11][CH:12]=1)[C:9]([O:13][C:22]1[CH:29]=[CH:28][C:25]([CH:26]=[O:27])=[CH:24][CH:23]=1)=[C:8]([C:14]1[CH:15]=[CH:16][CH:17]=[CH:18][CH:19]=1)[C:7]([CH3:20])=[CH:6]2, predict the reactants needed to synthesize it. (6) Given the product [CH3:1][C@H:2]1[CH2:7][CH2:6][C@H:5]([CH:8]2[C:18]3[C:13](=[CH:14][CH:15]=[CH:16][CH:17]=3)[CH2:12][CH2:11][NH:10]2)[CH2:4][CH2:3]1, predict the reactants needed to synthesize it. The reactants are: [CH3:1][C@H:2]1[CH2:7][CH2:6][C@H:5]([C:8]([NH:10][CH2:11][CH2:12][C:13]2[CH:18]=[CH:17][CH:16]=[CH:15][CH:14]=2)=O)[CH2:4][CH2:3]1. (7) Given the product [Cl:1][C:2]1[CH:3]=[CH:4][C:5]2[N:6]([C:20]([CH3:24])=[C:21]([NH:23][C:41](=[O:42])[C:43]([F:44])([F:45])[F:46])[N:8]=2)[N:7]=1, predict the reactants needed to synthesize it. The reactants are: [Cl:1][C:2]1[CH:3]=[CH:4]/[C:5](=[N:8]\S(C2C=CC(C)=CC=2)(=O)=O)/[NH:6][N:7]=1.Br[CH:20]([CH3:24])[C:21]([NH2:23])=O.CCN(C(C)C)C(C)C.[C:41](O[C:41]([C:43]([F:46])([F:45])[F:44])=[O:42])([C:43]([F:46])([F:45])[F:44])=[O:42].